Predict the product of the given reaction. From a dataset of Forward reaction prediction with 1.9M reactions from USPTO patents (1976-2016). (1) Given the reactants [Cl:1][C:2]1[CH:3]=[C:4]([CH:9]([CH2:17][CH:18]2[CH2:22][CH2:21][CH:20]([O:23]C3CCCCO3)[CH2:19]2)[C:10]([NH:12][C:13]([NH:15][CH3:16])=[O:14])=[O:11])[CH:5]=[CH:6][C:7]=1[Cl:8].C1(C)C=CC(S([O-])(=O)=O)=CC=1.[NH+]1C=CC=CC=1, predict the reaction product. The product is: [Cl:1][C:2]1[CH:3]=[C:4]([CH:9]([CH2:17][CH:18]2[CH2:22][CH2:21][CH:20]([OH:23])[CH2:19]2)[C:10]([NH:12][C:13]([NH:15][CH3:16])=[O:14])=[O:11])[CH:5]=[CH:6][C:7]=1[Cl:8]. (2) Given the reactants C([O:4][CH2:5][C:6]1[N:7]=[C:8]2[CH:17]=[CH:16][CH:15]=[C:14]([CH3:18])[N:9]2[C:10](=[O:13])[C:11]=1[Br:12])(=O)C.Cl.O1CCOCC1.[OH-].[NH4+], predict the reaction product. The product is: [Br:12][C:11]1[C:10](=[O:13])[N:9]2[C:14]([CH3:18])=[CH:15][CH:16]=[CH:17][C:8]2=[N:7][C:6]=1[CH2:5][OH:4]. (3) Given the reactants Cl.[CH3:2][O:3][C@@H:4]1[CH2:8][CH2:7][N:6]([C@@H:9]([CH3:31])[CH2:10][O:11]C(C2C=CC=CC=2)(C2C=CC=CC=2)C2C=CC=CC=2)[CH2:5]1, predict the reaction product. The product is: [CH3:2][O:3][C@@H:4]1[CH2:8][CH2:7][N:6]([C@@H:9]([CH3:31])[CH2:10][OH:11])[CH2:5]1. (4) Given the reactants C(=O)([O-])[O-].[Cs+].[Cs+].[N:7]1[CH:12]=[CH:11][CH:10]=[CH:9][C:8]=1[CH2:13][CH2:14][NH2:15].I[C:17]1[CH:18]=[C:19]([CH3:24])[C:20]([CH3:23])=[CH:21][CH:22]=1.C(C1CCCCC1=O)(=O)C, predict the reaction product. The product is: [CH3:24][C:19]1[CH:18]=[C:17]([NH:15][CH2:14][CH2:13][C:8]2[CH:9]=[CH:10][CH:11]=[CH:12][N:7]=2)[CH:22]=[CH:21][C:20]=1[CH3:23].